From a dataset of Forward reaction prediction with 1.9M reactions from USPTO patents (1976-2016). Predict the product of the given reaction. (1) Given the reactants [CH2:1]([Mg]Br)[CH3:2].Cl[C:6]1[CH:11]=[CH:10][CH:9]=[C:8](Cl)[N:7]=1.[NH4+].[Cl-].[CH2:15](OCC)[CH3:16], predict the reaction product. The product is: [CH2:15]([C:6]1[CH:11]=[CH:10][CH:9]=[C:8]([CH2:1][CH3:2])[N:7]=1)[CH3:16]. (2) Given the reactants [F:1][C:2]([F:36])([F:35])[C:3]1[CH:30]=[C:29]([C:31]([F:34])([F:33])[F:32])[CH:28]=[CH:27][C:4]=1[CH2:5][N:6]1[C:14]2[C:9](=[CH:10][C:11]([CH:15]=[C:16]3[S:20][C:19](SCC)=[N:18][C:17]3=[O:24])=[CH:12][CH:13]=2)[C:8]([C:25]#[N:26])=[N:7]1.[C:37]([O:41][C:42]([N:44]1[CH2:49][CH2:48][NH:47][CH2:46][C@@H:45]1[CH2:50][OH:51])=[O:43])([CH3:40])([CH3:39])[CH3:38], predict the reaction product. The product is: [C:37]([O:41][C:42]([N:44]1[CH2:49][CH2:48][N:47]([C:19]2[S:20][C:16](=[CH:15][C:11]3[CH:10]=[C:9]4[C:14](=[CH:13][CH:12]=3)[N:6]([CH2:5][C:4]3[CH:27]=[CH:28][C:29]([C:31]([F:33])([F:34])[F:32])=[CH:30][C:3]=3[C:2]([F:1])([F:35])[F:36])[N:7]=[C:8]4[C:25]#[N:26])[C:17](=[O:24])[N:18]=2)[CH2:46][C@@H:45]1[CH2:50][OH:51])=[O:43])([CH3:40])([CH3:39])[CH3:38]. (3) The product is: [OH:15][CH2:14][CH2:13][N:12]([CH2:8][C:7]1[CH:10]=[CH:11][C:4]([N+:1]([O-:3])=[O:2])=[CH:5][CH:6]=1)[CH2:16][CH2:17][OH:18]. Given the reactants [N+:1]([C:4]1[CH:11]=[CH:10][C:7]([CH2:8]Cl)=[CH:6][CH:5]=1)([O-:3])=[O:2].[NH:12]([CH2:16][CH2:17][OH:18])[CH2:13][CH2:14][OH:15], predict the reaction product.